This data is from Forward reaction prediction with 1.9M reactions from USPTO patents (1976-2016). The task is: Predict the product of the given reaction. (1) The product is: [F:1][C:2]1[CH:8]=[CH:7][CH:6]=[CH:5][C:3]=1[NH:4][C:9](=[O:10])[O:11][C:12]([CH3:15])([CH3:14])[CH3:13]. Given the reactants [F:1][C:2]1[CH:8]=[CH:7][CH:6]=[CH:5][C:3]=1[NH2:4].[C:9](O[C:9]([O:11][C:12]([CH3:15])([CH3:14])[CH3:13])=[O:10])([O:11][C:12]([CH3:15])([CH3:14])[CH3:13])=[O:10], predict the reaction product. (2) Given the reactants [NH2:1][C:2]1[N:6]([C:7]2[CH:12]=[CH:11][C:10]([F:13])=[CH:9][CH:8]=2)[N:5]=[CH:4][C:3]=1[C:14]([NH:16][CH2:17][C:18]([OH:26])([CH2:23][NH:24][CH3:25])[C:19]([F:22])([F:21])[F:20])=[O:15].[Cl:27][C:28]1[CH:36]=[CH:35][CH:34]=[C:33]([F:37])[C:29]=1[C:30](O)=[O:31], predict the reaction product. The product is: [NH2:1][C:2]1[N:6]([C:7]2[CH:8]=[CH:9][C:10]([F:13])=[CH:11][CH:12]=2)[N:5]=[CH:4][C:3]=1[C:14]([NH:16][CH2:17][C:18]([CH2:23][N:24]([C:30]([C:29]1[C:33]([F:37])=[CH:34][CH:35]=[CH:36][C:28]=1[Cl:27])=[O:31])[CH3:25])([OH:26])[C:19]([F:22])([F:21])[F:20])=[O:15]. (3) Given the reactants I[C:2]1[N:3]=[CH:4][N:5]([C:7]2[CH:12]=[C:11]([C:13]3[CH:18]=[CH:17][C:16]([C:19]([F:22])([F:21])[F:20])=[CH:15][CH:14]=3)[CH:10]=[C:9]([C:23]([F:26])([F:25])[F:24])[N:8]=2)[CH:6]=1.[C:27]([NH:31][S:32]([C:35]1[CH:36]=[C:37](B(O)O)[CH:38]=[CH:39][CH:40]=1)(=[O:34])=[O:33])([CH3:30])([CH3:29])[CH3:28], predict the reaction product. The product is: [C:27]([NH:31][S:32]([C:35]1[CH:36]=[CH:37][CH:38]=[C:39]([C:2]2[N:3]=[CH:4][N:5]([C:7]3[CH:12]=[C:11]([C:13]4[CH:14]=[CH:15][C:16]([C:19]([F:20])([F:22])[F:21])=[CH:17][CH:18]=4)[CH:10]=[C:9]([C:23]([F:26])([F:25])[F:24])[N:8]=3)[CH:6]=2)[CH:40]=1)(=[O:34])=[O:33])([CH3:30])([CH3:28])[CH3:29]. (4) The product is: [Br:1][C:2]1[CH:3]=[C:4]2[C:9](=[CH:10][CH:11]=1)[C:8](=[O:12])[N:7]([CH2:33][C:34]1([CH2:37][O:38][Si:39]([C:42]([CH3:45])([CH3:44])[CH3:43])([CH3:41])[CH3:40])[CH2:35][CH2:36]1)[CH:6]=[C:5]2[S:13][CH2:14][C@H:15]1[CH2:20][CH2:19][CH2:18][N:17]([C:21]([O:23][C:24]([CH3:27])([CH3:26])[CH3:25])=[O:22])[CH2:16]1. Given the reactants [Br:1][C:2]1[CH:3]=[C:4]2[C:9](=[CH:10][CH:11]=1)[C:8](=[O:12])[NH:7][CH:6]=[C:5]2[S:13][CH2:14][C@H:15]1[CH2:20][CH2:19][CH2:18][N:17]([C:21]([O:23][C:24]([CH3:27])([CH3:26])[CH3:25])=[O:22])[CH2:16]1.CS(O[CH2:33][C:34]1([CH2:37][O:38][Si:39]([C:42]([CH3:45])([CH3:44])[CH3:43])([CH3:41])[CH3:40])[CH2:36][CH2:35]1)(=O)=O, predict the reaction product. (5) Given the reactants [CH2:1]([Mg]Br)[CH2:2][CH2:3][CH2:4][CH2:5][CH2:6][CH2:7][CH2:8][CH2:9][CH3:10].C([Cu])#N.[O-:16]S(C(F)(F)F)(=O)=O.C([Mg])CCCCCCC[CH2:32][CH3:33].[CH3:35][CH2:36][O:37][CH2:38][CH3:39], predict the reaction product. The product is: [CH3:10]/[C:9](/[CH2:8][CH2:7][CH2:6][CH2:5][CH2:4][CH2:3][CH2:2][CH2:1][CH2:32][CH3:33])=[CH:35]\[C:36]([O:37][CH2:38][CH3:39])=[O:16]. (6) Given the reactants [CH2:1]([CH:3]([CH2:9][CH3:10])[CH2:4][CH2:5][C:6](O)=[O:7])[CH3:2].C(Cl)(=O)C([Cl:14])=O, predict the reaction product. The product is: [CH2:1]([CH:3]([CH2:9][CH3:10])[CH2:4][CH2:5][C:6]([Cl:14])=[O:7])[CH3:2]. (7) Given the reactants [C:1]1([C:7]([C:21]2[CH:26]=[CH:25][CH:24]=[CH:23][CH:22]=2)([C:9]2[N:13]=[CH:12][N:11]([CH2:14][CH:15]3[CH2:20][CH2:19][NH:18][CH2:17][CH2:16]3)[N:10]=2)[OH:8])[CH:6]=[CH:5][CH:4]=[CH:3][CH:2]=1.Br[CH2:28][CH2:29][C:30]1[CH:35]=[CH:34][C:33]([CH2:36][CH2:37][N:38]2[C:46](=[O:47])[C:45]3[C:40](=[CH:41][CH:42]=[CH:43][CH:44]=3)[C:39]2=[O:48])=[CH:32][CH:31]=1, predict the reaction product. The product is: [OH:8][C:7]([C:1]1[CH:2]=[CH:3][CH:4]=[CH:5][CH:6]=1)([C:21]1[CH:26]=[CH:25][CH:24]=[CH:23][CH:22]=1)[C:9]1[N:13]=[CH:12][N:11]([CH2:14][CH:15]2[CH2:16][CH2:17][N:18]([CH2:28][CH2:29][C:30]3[CH:31]=[CH:32][C:33]([CH2:36][CH2:37][N:38]4[C:46](=[O:47])[C:45]5[C:40](=[CH:41][CH:42]=[CH:43][CH:44]=5)[C:39]4=[O:48])=[CH:34][CH:35]=3)[CH2:19][CH2:20]2)[N:10]=1. (8) Given the reactants [N+:1]([C:4]1[CH:5]=[C:6]([C:10]2[N:11]=[N:12][NH:13][N:14]=2)[CH:7]=[CH:8][CH:9]=1)([O-:3])=[O:2].I[CH:16]([CH3:18])[CH3:17].C(=O)([O-])[O-].[K+].[K+].C(OCC)(=O)C, predict the reaction product. The product is: [CH:16]([N:12]1[N:13]=[N:14][C:10]([C:6]2[CH:7]=[CH:8][CH:9]=[C:4]([N+:1]([O-:3])=[O:2])[CH:5]=2)=[N:11]1)([CH3:18])[CH3:17].